Dataset: Full USPTO retrosynthesis dataset with 1.9M reactions from patents (1976-2016). Task: Predict the reactants needed to synthesize the given product. (1) Given the product [Cl:16][C:17]1[CH:22]=[CH:21][C:20]([N+:23]([O-:25])=[O:24])=[CH:19][C:18]=1[NH:26][CH2:3][C:4]1[C:5]([NH:12][CH3:13])=[N:6][C:7]([S:10][CH3:11])=[N:8][CH:9]=1, predict the reactants needed to synthesize it. The reactants are: Cl.Cl[CH2:3][C:4]1[C:5]([NH:12][CH3:13])=[N:6][C:7]([S:10][CH3:11])=[N:8][CH:9]=1.[I-].[Na+].[Cl:16][C:17]1[CH:22]=[CH:21][C:20]([N+:23]([O-:25])=[O:24])=[CH:19][C:18]=1[NH2:26]. (2) Given the product [CH2:3]([O:10][C:12]1[CH:17]=[CH:16][C:15]([N+:18]([O-:20])=[O:19])=[CH:14][C:13]=1[C:21]([F:22])([F:23])[F:24])[C:4]1[CH:9]=[CH:8][CH:7]=[CH:6][CH:5]=1, predict the reactants needed to synthesize it. The reactants are: [H-].[Na+].[CH2:3]([OH:10])[C:4]1[CH:9]=[CH:8][CH:7]=[CH:6][CH:5]=1.Cl[C:12]1[CH:17]=[CH:16][C:15]([N+:18]([O-:20])=[O:19])=[CH:14][C:13]=1[C:21]([F:24])([F:23])[F:22].C(O)(=O)C. (3) Given the product [Br:22][C:17]1[CH:16]=[C:15]([CH:20]=[CH:19][C:18]=1[O:21][CH:26]([CH3:28])[CH3:27])[CH2:14][C@H:10]1[O:11][CH2:12][CH2:13][NH:8][CH2:9]1, predict the reactants needed to synthesize it. The reactants are: C([N:8]1[CH2:13][CH2:12][O:11][C@H:10]([CH2:14][C:15]2[CH:20]=[CH:19][C:18]([OH:21])=[C:17]([Br:22])[CH:16]=2)[CH2:9]1)(OC(C)(C)C)=O.C(N1CCO[C@H](CC2C=CC=C(C=CC3C=NC=CC=3)C=2)C1)(O[C:26](C)([CH3:28])[CH3:27])=O.BrC(C)C.C(O)(C(F)(F)F)=O.